This data is from Forward reaction prediction with 1.9M reactions from USPTO patents (1976-2016). The task is: Predict the product of the given reaction. The product is: [Cl:1][C:2]1[CH:3]=[C:4]2[C:13](=[CH:14][CH:15]=1)[C:12]1[CH:11]=[CH:10][CH:9]=[CH:8][C:7]=1[N:6]([S:16]([C:19]1[CH:20]=[CH:21][C:22]([OH:25])=[CH:23][CH:24]=1)(=[O:18])=[O:17])[CH:5]2[CH3:27]. Given the reactants [Cl:1][C:2]1[CH:3]=[C:4]2[C:13](=[CH:14][CH:15]=1)[C:12]1[CH:11]=[CH:10][CH:9]=[CH:8][C:7]=1[N:6]([S:16]([C:19]1[CH:24]=[CH:23][C:22]([O:25]C)=[CH:21][CH:20]=1)(=[O:18])=[O:17])[CH:5]2[CH3:27].C1CCCCC=1.B(Br)(Br)Br.ClCCl, predict the reaction product.